This data is from Catalyst prediction with 721,799 reactions and 888 catalyst types from USPTO. The task is: Predict which catalyst facilitates the given reaction. Product: [Br:28][C:29]1[CH:30]=[C:31]([CH:35]=[CH:36][CH:37]=1)[C:32]([NH:4][C:3]1[CH:5]=[C:6]([C:9]2[N:10]=[C:11]3[N:16]([CH:17]=2)[N:15]=[C:14]([C:18]2[C:19]([C:24]([F:25])([F:27])[F:26])=[N:20][CH:21]=[CH:22][CH:23]=2)[CH:13]=[CH:12]3)[CH:7]=[CH:8][C:2]=1[CH3:1])=[O:33]. The catalyst class is: 23. Reactant: [CH3:1][C:2]1[CH:8]=[CH:7][C:6]([C:9]2[N:10]=[C:11]3[N:16]([CH:17]=2)[N:15]=[C:14]([C:18]2[C:19]([C:24]([F:27])([F:26])[F:25])=[N:20][CH:21]=[CH:22][CH:23]=2)[CH:13]=[CH:12]3)=[CH:5][C:3]=1[NH2:4].[Br:28][C:29]1[CH:30]=[C:31]([CH:35]=[CH:36][CH:37]=1)[C:32](Cl)=[O:33].N1C=CC=CC=1.